Dataset: Catalyst prediction with 721,799 reactions and 888 catalyst types from USPTO. Task: Predict which catalyst facilitates the given reaction. (1) Reactant: [NH2:1][C:2]1[CH:7]=[CH:6][C:5]([CH3:8])=[CH:4][N:3]=1.Br[CH2:10][C:11](=O)[C:12]([O:14][CH2:15][CH3:16])=[O:13]. Product: [CH3:8][C:5]1[CH:6]=[CH:7][C:2]2[N:3]([CH:10]=[C:11]([C:12]([O:14][CH2:15][CH3:16])=[O:13])[N:1]=2)[CH:4]=1. The catalyst class is: 5. (2) Reactant: [CH3:1][N:2]1[CH2:7][CH2:6][NH:5][CH2:4][CH2:3]1.C([O-])([O-])=O.[K+].[K+].[F:14][C:15]1[CH:20]=[C:19]([N+:21]([O-:23])=[O:22])[C:18]([F:24])=[CH:17][C:16]=1F. Product: [F:14][C:15]1[CH:20]=[C:19]([N+:21]([O-:23])=[O:22])[C:18]([F:24])=[CH:17][C:16]=1[N:5]1[CH2:6][CH2:7][N:2]([CH3:1])[CH2:3][CH2:4]1. The catalyst class is: 3. (3) Reactant: [Br:1][C:2]1[C:3]([CH3:22])=[N:4][N:5]([CH2:14][CH:15]2[CH2:20][CH2:19][CH:18]([OH:21])[CH2:17][CH2:16]2)[C:6]=1[C:7]1[CH:12]=[CH:11][C:10]([F:13])=[CH:9][CH:8]=1.CC(OI1(OC(C)=O)(OC(C)=O)OC(=O)C2C1=CC=CC=2)=O. Product: [Br:1][C:2]1[C:3]([CH3:22])=[N:4][N:5]([CH2:14][CH:15]2[CH2:20][CH2:19][C:18](=[O:21])[CH2:17][CH2:16]2)[C:6]=1[C:7]1[CH:8]=[CH:9][C:10]([F:13])=[CH:11][CH:12]=1. The catalyst class is: 10. (4) Reactant: Cl[C:2]1[N:11]=[CH:10][C:9]2[N:8]([CH3:12])[C:7](=[O:13])[C@H:6]([CH2:14][CH3:15])[N:5]([CH:16]([CH3:18])[CH3:17])[C:4]=2[N:3]=1.C[CH:20]1[CH2:24][C:23]2=[C:25]([C:30]([OH:32])=[O:31])[CH:26]=[CH:27][C:28]([NH2:29])=[C:22]2[O:21]1.Cl. Product: [CH:16]([N:5]1[C:4]2[N:3]=[C:2]([NH:29][C:28]3[CH:27]=[CH:26][C:25]([C:30]([OH:32])=[O:31])=[C:23]4[C:22]=3[O:21][CH2:20][CH2:24]4)[N:11]=[CH:10][C:9]=2[N:8]([CH3:12])[C:7](=[O:13])[C@@H:6]1[CH2:14][CH3:15])([CH3:18])[CH3:17]. The catalyst class is: 40. (5) Product: [CH2:24]([O:23][CH2:2][C:3]1[CH:4]=[C:5]([CH3:22])[CH:6]=[C:7]2[C:12]=1[O:11][CH:10]([C:13]([F:16])([F:15])[F:14])[C:9]([C:17]([O:19][CH2:20][CH3:21])=[O:18])=[CH:8]2)[CH3:25]. The catalyst class is: 5. Reactant: I[CH2:2][C:3]1[CH:4]=[C:5]([CH3:22])[CH:6]=[C:7]2[C:12]=1[O:11][CH:10]([C:13]([F:16])([F:15])[F:14])[C:9]([C:17]([O:19][CH2:20][CH3:21])=[O:18])=[CH:8]2.[O-:23][CH2:24][CH3:25].[Na+]. (6) Reactant: [CH3:1][C:2]1[CH:3]=[C:4]([NH:9][C:10]([C@@H:12]2[CH2:16][CH2:15][CH2:14][N:13]2C(OC(C)(C)C)=O)=[O:11])[CH:5]=[C:6]([CH3:8])[CH:7]=1.[ClH:24]. Product: [ClH:24].[CH3:8][C:6]1[CH:5]=[C:4]([NH:9][C:10]([C@@H:12]2[CH2:16][CH2:15][CH2:14][NH:13]2)=[O:11])[CH:3]=[C:2]([CH3:1])[CH:7]=1. The catalyst class is: 12. (7) Reactant: [F:1][C:2]1[CH:3]=[C:4]2[C:8](=[C:9]([C:12]([OH:14])=O)[C:10]=1[F:11])[NH:7][CH:6]=[CH:5]2.[C:15]([C:19]1[CH:35]=[CH:34][C:22]([CH2:23][NH:24][CH2:25][CH2:26][C:27]2[CH:32]=[CH:31][C:30]([CH3:33])=[CH:29][CH:28]=2)=[CH:21][CH:20]=1)([CH3:18])([CH3:17])[CH3:16].CCN=C=NCCCN(C)C.Cl. Product: [C:15]([C:19]1[CH:35]=[CH:34][C:22]([CH2:23][N:24]([CH2:25][CH2:26][C:27]2[CH:28]=[CH:29][C:30]([CH3:33])=[CH:31][CH:32]=2)[C:12]([C:9]2[C:10]([F:11])=[C:2]([F:1])[CH:3]=[C:4]3[C:8]=2[NH:7][CH:6]=[CH:5]3)=[O:14])=[CH:21][CH:20]=1)([CH3:18])([CH3:16])[CH3:17]. The catalyst class is: 2. (8) Reactant: [Cl:1][C:2]1[CH:7]=[CH:6][CH:5]=[CH:4][C:3]=1[C:8]1[C:9](=[O:24])[N:10]([C:18]2[CH:23]=[CH:22][CH:21]=[CH:20][CH:19]=2)[CH:11]=[C:12]([C:14]([O:16][CH3:17])=O)[CH:13]=1.Br[C:26]1[C:27](=O)[N:28](C2C=CC=CC=2)[CH:29]=[C:30](C(OC)=O)[CH:31]=1.ClC1C=CC=CC=1B(O)O.C(Cl)(=O)C(Cl)=O.NC1C=CC=CC=1O. Product: [Cl:1][C:2]1[CH:7]=[CH:6][CH:5]=[CH:4][C:3]=1[C:8]1[C:9](=[O:24])[N:10]([C:18]2[CH:19]=[CH:20][CH:21]=[CH:22][CH:23]=2)[CH:11]=[C:12]([C:14]2[O:16][C:17]3[CH:29]=[CH:30][CH:31]=[CH:26][C:27]=3[N:28]=2)[CH:13]=1. The catalyst class is: 120. (9) Reactant: Cl[C:2]1[C:7]([Cl:8])=[CH:6][N:5]=[C:4]([C:9]2[N:13]3[CH:14]=[C:15]([F:18])[CH:16]=[CH:17][C:12]3=[N:11][CH:10]=2)[N:3]=1.[NH2:19][C@@H:20]1[CH2:25][CH2:24][CH2:23][N:22]([C:26]([O:28][C:29]([CH3:32])([CH3:31])[CH3:30])=[O:27])[CH2:21]1. Product: [Cl:8][C:7]1[C:2]([NH:19][C@@H:20]2[CH2:25][CH2:24][CH2:23][N:22]([C:26]([O:28][C:29]([CH3:32])([CH3:31])[CH3:30])=[O:27])[CH2:21]2)=[N:3][C:4]([C:9]2[N:13]3[CH:14]=[C:15]([F:18])[CH:16]=[CH:17][C:12]3=[N:11][CH:10]=2)=[N:5][CH:6]=1. The catalyst class is: 8. (10) The catalyst class is: 21. Reactant: [NH2:1][C:2]1[CH:12]=[CH:11][C:5]([C:6]([O:8][CH2:9][CH3:10])=[O:7])=[CH:4][N:3]=1.[C:13]([N:21]=[C:22]=[S:23])(=[O:20])[C:14]1[CH:19]=[CH:18][CH:17]=[CH:16][CH:15]=1. Product: [C:13]([NH:21][C:22](=[S:23])[NH:1][C:2]1[CH:12]=[CH:11][C:5]([C:6]([O:8][CH2:9][CH3:10])=[O:7])=[CH:4][N:3]=1)(=[O:20])[C:14]1[CH:19]=[CH:18][CH:17]=[CH:16][CH:15]=1.